This data is from Peptide-MHC class I binding affinity with 185,985 pairs from IEDB/IMGT. The task is: Regression. Given a peptide amino acid sequence and an MHC pseudo amino acid sequence, predict their binding affinity value. This is MHC class I binding data. (1) The peptide sequence is IESNPLFPV. The MHC is HLA-A02:01 with pseudo-sequence HLA-A02:01. The binding affinity (normalized) is 0.0847. (2) The peptide sequence is EYVGKTVWF. The MHC is HLA-A30:01 with pseudo-sequence HLA-A30:01. The binding affinity (normalized) is 0.0847. (3) The peptide sequence is FMYSDFHFI. The MHC is HLA-A02:11 with pseudo-sequence HLA-A02:11. The binding affinity (normalized) is 1.00. (4) The peptide sequence is PTDPVELAV. The MHC is HLA-A01:01 with pseudo-sequence HLA-A01:01. The binding affinity (normalized) is 0.734. (5) The MHC is HLA-C15:02 with pseudo-sequence HLA-C15:02. The binding affinity (normalized) is 0.566. The peptide sequence is TTADHMHML.